Dataset: Merck oncology drug combination screen with 23,052 pairs across 39 cell lines. Task: Regression. Given two drug SMILES strings and cell line genomic features, predict the synergy score measuring deviation from expected non-interaction effect. (1) Drug 1: C#Cc1cccc(Nc2ncnc3cc(OCCOC)c(OCCOC)cc23)c1. Drug 2: Cc1nc(Nc2ncc(C(=O)Nc3c(C)cccc3Cl)s2)cc(N2CCN(CCO)CC2)n1. Cell line: LOVO. Synergy scores: synergy=40.0. (2) Drug 1: N#Cc1ccc(Cn2cncc2CN2CCN(c3cccc(Cl)c3)C(=O)C2)cc1. Drug 2: Nc1ccn(C2OC(CO)C(O)C2(F)F)c(=O)n1. Cell line: OVCAR3. Synergy scores: synergy=-17.4.